From a dataset of Reaction yield outcomes from USPTO patents with 853,638 reactions. Predict the reaction yield, written as a fraction of the theoretical maximum amount of product (1.0 means a 100% yield; for example, 0.34 means a 34% yield). The reactants are [CH3:1][O:2][C:3]1[CH:8]=[CH:7][C:6]([CH3:9])=[CH:5][C:4]=1[CH:10]([CH:16]([CH3:18])[CH3:17])[CH2:11][CH2:12][C:13](N)=[O:14].[OH-:19].[Na+].O. The catalyst is CCO. The product is [CH3:1][O:2][C:3]1[CH:8]=[CH:7][C:6]([CH3:9])=[CH:5][C:4]=1[CH:10]([CH:16]([CH3:18])[CH3:17])[CH2:11][CH2:12][C:13]([OH:19])=[O:14]. The yield is 1.00.